From a dataset of Forward reaction prediction with 1.9M reactions from USPTO patents (1976-2016). Predict the product of the given reaction. (1) Given the reactants [Cl:1][C:2]1[CH:7]=[CH:6][C:5]([C:8]([N:17]2[C:25]3[C:20](=[C:21]([N:26]([CH2:31][O:32][CH2:33][CH2:34][Si:35]([CH3:38])([CH3:37])[CH3:36])[S:27]([CH3:30])(=[O:29])=[O:28])[CH:22]=[CH:23][CH:24]=3)[CH:19]=[CH:18]2)([CH2:15][CH3:16])[C:9]#[C:10][C:11]([O:13]C)=[O:12])=[CH:4][CH:3]=1.O.[Li+].[OH-], predict the reaction product. The product is: [Cl:1][C:2]1[CH:7]=[CH:6][C:5]([C:8]([N:17]2[C:25]3[C:20](=[C:21]([N:26]([CH2:31][O:32][CH2:33][CH2:34][Si:35]([CH3:38])([CH3:36])[CH3:37])[S:27]([CH3:30])(=[O:29])=[O:28])[CH:22]=[CH:23][CH:24]=3)[CH:19]=[CH:18]2)([CH2:15][CH3:16])[C:9]#[C:10][C:11]([OH:13])=[O:12])=[CH:4][CH:3]=1. (2) Given the reactants [C:1]([N:4]1[C:13]2[C:8](=[CH:9][C:10]([C:14]([NH2:16])=[O:15])=[CH:11][CH:12]=2)[C@H:7]([NH:17][C:18]2[CH:23]=[CH:22][CH:21]=[C:20]([CH2:24][O:25][Si](C(C)(C)C)(C)C)[N:19]=2)[C@@H:6]([CH3:33])[C@@H:5]1[CH:34]1[CH2:36][CH2:35]1)(=[O:3])[CH3:2].CCCC[N+](CCCC)(CCCC)CCCC.[F-], predict the reaction product. The product is: [C:1]([N:4]1[C:13]2[C:8](=[CH:9][C:10]([C:14]([NH2:16])=[O:15])=[CH:11][CH:12]=2)[C@H:7]([NH:17][C:18]2[CH:23]=[CH:22][CH:21]=[C:20]([CH2:24][OH:25])[N:19]=2)[C@@H:6]([CH3:33])[C@@H:5]1[CH:34]1[CH2:35][CH2:36]1)(=[O:3])[CH3:2]. (3) Given the reactants [CH2:1]([C@@H:5]1[NH:10][CH2:9][C@H:8]([C:11]2[CH:15]=[CH:14][S:13][CH:12]=2)[NH:7][C:6]1=[O:16])[CH:2]([CH3:4])[CH3:3].[F:17][C:18]1[CH:23]=[CH:22][C:21]([C:24]2[O:28][N:27]=[C:26]([C:29](O)=[O:30])[N:25]=2)=[CH:20][CH:19]=1.C([C@@H]1N(C(=O)/C=C/C2C=CC=CC=2)C[C@H](CC(C)C)NC1=O)C(C)C, predict the reaction product. The product is: [F:17][C:18]1[CH:19]=[CH:20][C:21]([C:24]2[O:28][N:27]=[C:26]([C:29]([N:10]3[CH2:9][C@H:8]([C:11]4[CH:15]=[CH:14][S:13][CH:12]=4)[NH:7][C:6](=[O:16])[C@@H:5]3[CH2:1][CH:2]([CH3:4])[CH3:3])=[O:30])[N:25]=2)=[CH:22][CH:23]=1. (4) Given the reactants [F:1][C:2]1[CH:7]=[CH:6][C:5]([O:8][CH3:9])=[CH:4][C:3]=1[CH:10]=[CH:11][C:12]([O:14][CH2:15][CH3:16])=[O:13], predict the reaction product. The product is: [F:1][C:2]1[CH:7]=[CH:6][C:5]([O:8][CH3:9])=[CH:4][C:3]=1[CH2:10][CH2:11][C:12]([O:14][CH2:15][CH3:16])=[O:13]. (5) Given the reactants [CH3:1][C:2]1[CH:3]=[CH:4][CH:5]=[C:6]2[C:11]=1[N:10]=[C:9]([N:12]1[CH2:17][CH2:16][N:15]([CH2:18][C:19](=[O:25])[N:20]3[CH2:24][CH2:23][CH2:22][CH2:21]3)[CH2:14][CH2:13]1)[C:8]([CH:26]=O)=[CH:7]2.[F:28][C:29]([F:43])([F:42])[C:30]1[CH:31]=[C:32]([CH:35]=[C:36]([C:38]([F:41])([F:40])[F:39])[CH:37]=1)[CH2:33][NH2:34].C(O)(=O)C.C(O[BH-](OC(=O)C)OC(=O)C)(=O)C.[Na+], predict the reaction product. The product is: [F:28][C:29]([F:42])([F:43])[C:30]1[CH:31]=[C:32]([CH:35]=[C:36]([C:38]([F:41])([F:39])[F:40])[CH:37]=1)[CH2:33][NH:34][CH2:26][C:8]1[C:9]([N:12]2[CH2:17][CH2:16][N:15]([CH2:18][C:19]([N:20]3[CH2:24][CH2:23][CH2:22][CH2:21]3)=[O:25])[CH2:14][CH2:13]2)=[N:10][C:11]2[C:6]([CH:7]=1)=[CH:5][CH:4]=[CH:3][C:2]=2[CH3:1]. (6) Given the reactants [N+:1]([C:4]1[CH:13]=[C:12]2[C:7]([CH2:8][CH2:9][CH2:10][NH:11]2)=[CH:6][CH:5]=1)([O-:3])=[O:2].Cl.[CH3:15][N:16]([CH2:18][C:19](Cl)=[O:20])[CH3:17], predict the reaction product. The product is: [CH3:15][N:16]([CH3:17])[CH2:18][C:19]([N:11]1[C:12]2[C:7](=[CH:6][CH:5]=[C:4]([N+:1]([O-:3])=[O:2])[CH:13]=2)[CH2:8][CH2:9][CH2:10]1)=[O:20]. (7) The product is: [Cl:1][C:2]1[CH:3]=[C:4]([N:13]2[C:21]3[C:16](=[CH:17][C:18]4[C:24]([NH:25][S:30]([CH:27]5[CH2:29][CH2:28]5)(=[O:32])=[O:31])=[N:23][O:22][C:19]=4[CH:20]=3)[C:15]([CH3:26])=[CH:14]2)[CH:5]=[N:6][C:7]=1[O:8][CH2:9][CH:10]([CH3:12])[CH3:11]. Given the reactants [Cl:1][C:2]1[CH:3]=[C:4]([N:13]2[C:21]3[C:16](=[CH:17][C:18]4[C:24]([NH2:25])=[N:23][O:22][C:19]=4[CH:20]=3)[C:15]([CH3:26])=[CH:14]2)[CH:5]=[N:6][C:7]=1[O:8][CH2:9][CH:10]([CH3:12])[CH3:11].[CH:27]1([S:30](Cl)(=[O:32])=[O:31])[CH2:29][CH2:28]1, predict the reaction product. (8) Given the reactants C[O:2][C:3](=[O:18])[CH:4]=[CH:5][C:6]1[CH:7]=[N:8][C:9]([O:16][CH3:17])=[CH:10][C:11]=1[C:12]([F:15])([F:14])[F:13].[Li+].[OH-].Cl, predict the reaction product. The product is: [CH3:17][O:16][C:9]1[N:8]=[CH:7][C:6]([CH:5]=[CH:4][C:3]([OH:18])=[O:2])=[C:11]([C:12]([F:15])([F:14])[F:13])[CH:10]=1. (9) The product is: [OH:4][C:5]1[CH:6]=[CH:7][C:8]([C:9]([NH:11][CH2:12][C@H:13]2[CH2:18][CH2:17][C@@H:16]([O:19][C:20]3[CH:21]=[CH:22][C:23]([O:26][CH3:27])=[CH:24][CH:25]=3)[CH2:15][CH2:14]2)=[O:10])=[CH:28][CH:29]=1. Given the reactants COC[O:4][C:5]1[CH:29]=[CH:28][C:8]([C:9]([NH:11][CH2:12][C@H:13]2[CH2:18][CH2:17][C@@H:16]([O:19][C:20]3[CH:25]=[CH:24][C:23]([O:26][CH3:27])=[CH:22][CH:21]=3)[CH2:15][CH2:14]2)=[O:10])=[CH:7][CH:6]=1.Cl.CO, predict the reaction product. (10) The product is: [OH:14][CH:13]([C:15]1[NH:19][C:18]([C:20]2[CH:29]=[CH:28][C:27]3[C:22](=[CH:23][CH:24]=[CH:25][CH:26]=3)[CH:21]=2)=[CH:17][N:16]=1)[CH2:12][CH2:11][CH2:10][CH2:9][CH2:8][C:3](=[O:4])[CH2:1][CH3:2]. Given the reactants [CH2:1]([C:3]1([CH2:8][CH2:9][CH2:10][CH2:11][CH2:12][CH:13]([C:15]2[N:16](COCC[Si](C)(C)C)[CH:17]=[C:18]([C:20]3[CH:29]=[CH:28][C:27]4[C:22](=[CH:23][CH:24]=[CH:25][CH:26]=4)[CH:21]=3)[N:19]=2)[OH:14])OCC[O:4]1)[CH3:2], predict the reaction product.